This data is from Forward reaction prediction with 1.9M reactions from USPTO patents (1976-2016). The task is: Predict the product of the given reaction. (1) Given the reactants [CH2:1]1[O:5][C:4]2[CH:6]=[C:7]([OH:10])[CH:8]=[CH:9][C:3]=2[O:2]1.C1(=O)O[CH2:14][CH2:13][O:12]1, predict the reaction product. The product is: [O:2]1[C:3]2[CH:9]=[CH:8][C:7]([O:10][CH2:14][CH2:13][OH:12])=[CH:6][C:4]=2[O:5][CH2:1]1. (2) The product is: [F:1][C:2]1[C:7]([F:8])=[CH:6][CH:5]=[C:4]([C:9]([NH:11][O:12][CH2:13][CH2:14][OH:15])=[O:10])[C:3]=1[NH:16][C:17]1[CH:26]=[CH:25][C:20]([C:21]([OH:23])=[O:22])=[CH:19][CH:18]=1. Given the reactants [F:1][C:2]1[C:7]([F:8])=[CH:6][CH:5]=[C:4]([C:9]([NH:11][O:12][CH2:13][CH2:14][OH:15])=[O:10])[C:3]=1[NH:16][C:17]1[CH:26]=[CH:25][C:20]([C:21]([O:23]C)=[O:22])=[CH:19][CH:18]=1.[OH-].[Na+].Cl, predict the reaction product. (3) Given the reactants C(OC(=O)NC[C@@H](N(C(=O)C[Cl:29])CC1CCN(C2C=CC(=O)N(C)N=2)CC1)C)(C)(C)C.C(OC(=O)[NH:38][C@@H:39]([CH3:61])[CH2:40][N:41]([C:57](=[O:60])[CH2:58][Cl:59])[CH2:42][CH:43]1[CH2:48][CH2:47][N:46]([C:49]2[CH:54]=[CH:53][C:52](=[O:55])[N:51]([CH3:56])[N:50]=2)[CH2:45][CH2:44]1)(C)(C)C.Cl, predict the reaction product. The product is: [ClH:29].[NH2:38][C@@H:39]([CH3:61])[CH2:40][N:41]([CH2:42][CH:43]1[CH2:44][CH2:45][N:46]([C:49]2[CH:54]=[CH:53][C:52](=[O:55])[N:51]([CH3:56])[N:50]=2)[CH2:47][CH2:48]1)[C:57](=[O:60])[CH2:58][Cl:59]. (4) Given the reactants CO[C:3]([C@@H:5]1[CH2:9][C@@H:8]([S:10]([C:13]2[CH:18]=[CH:17][CH:16]=[CH:15][C:14]=2[Cl:19])(=[O:12])=[O:11])[CH2:7][N:6]1[C:20]1[N:24]([CH2:25][CH2:26][N:27]2[CH2:32][CH2:31][O:30][CH2:29][CH2:28]2)[N:23]=[C:22]([CH3:33])[CH:21]=1)=[O:4].ClC1C=CC=CC=1S([C@H]1C[N:47]([C:49](=S)[CH2:50][C:51](=O)[CH3:52])[C@H]([C:55]([O:57]C)=[O:56])C1)(=O)=O.[NH:59](CCN1CCOCC1)N, predict the reaction product. The product is: [Cl:19][C:14]1[CH:15]=[CH:16][CH:17]=[CH:18][C:13]=1[S:10]([C@H:8]1[CH2:7][N:6]([C:20]2[N:24]([CH2:25][CH2:26][NH+:27]3[CH2:28][CH2:29][O:30][CH2:31][CH2:32]3)[N:23]=[C:22]([CH3:33])[CH:21]=2)[C@H:5]([C:3](=[O:4])[NH:59][C:50]2([C:49]#[N:47])[CH2:52][CH2:51]2)[CH2:9]1)(=[O:12])=[O:11].[CH:55]([O-:57])=[O:56]. (5) Given the reactants [NH2:1][C@@H:2]([C:7]([OH:9])=[O:8])[CH2:3][C:4](=[O:6])[NH2:5].N[C@H](C(O)=O)CC(=O)O.N[C@@H](C(O)=O)CC(=O)O.N[C@H](C(O)=O)CCC(=O)O.N[C@H](C(O)=O)CCC(=O)N.N[C@@H](C(O)=O)CCC(=O)N, predict the reaction product. The product is: [NH2:1][C@H:2]([C:7]([OH:9])=[O:8])[CH2:3][C:4](=[O:6])[NH2:5].